From a dataset of Full USPTO retrosynthesis dataset with 1.9M reactions from patents (1976-2016). Predict the reactants needed to synthesize the given product. (1) Given the product [NH2:1][C:2]1[C:3]2[N:4]([C:8]([C@H:12]3[CH2:32][N:16]4[C:17](=[O:31])[CH2:18][NH:19][CH2:20][C@H:15]4[CH2:14][CH2:13]3)=[N:9][C:10]=2[Br:11])[CH:5]=[CH:6][N:7]=1, predict the reactants needed to synthesize it. The reactants are: [NH2:1][C:2]1[C:3]2[N:4]([C:8]([C@H:12]3[CH2:32][N:16]4[C:17](=[O:31])[CH2:18][N:19](C(OCC5C=CC=CC=5)=O)[CH2:20][C@H:15]4[CH2:14][CH2:13]3)=[N:9][C:10]=2[Br:11])[CH:5]=[CH:6][N:7]=1. (2) Given the product [CH:28]1([C:27]2[C:15]([O:14][C@H:10]3[CH2:11][CH2:12][CH2:13][NH:8][C@H:9]3[CH3:32])=[CH:16][C:17]([F:31])=[C:18]([CH:26]=2)[C:19]([O:21][C:22]([CH3:25])([CH3:24])[CH3:23])=[O:20])[CH2:30][CH2:29]1, predict the reactants needed to synthesize it. The reactants are: C([N:8]1[CH2:13][CH2:12][CH2:11][C@H:10]([O:14][C:15]2[C:27]([CH:28]3[CH2:30][CH2:29]3)=[CH:26][C:18]([C:19]([O:21][C:22]([CH3:25])([CH3:24])[CH3:23])=[O:20])=[C:17]([F:31])[CH:16]=2)[C@@H:9]1[CH3:32])C1C=CC=CC=1.C([O-])=O.[NH4+].